From a dataset of Full USPTO retrosynthesis dataset with 1.9M reactions from patents (1976-2016). Predict the reactants needed to synthesize the given product. (1) Given the product [C:1]([N:4]1[CH2:9][CH2:8][N:7]([C:10]2[N:15]3[CH:16]=[N:17][CH:18]=[C:14]3[C:13]([Cl:19])=[CH:12][C:11]=2[CH:20]([NH:22][C:24]2[N:32]=[CH:31][N:30]=[C:29]3[C:25]=2[N:26]=[CH:27][NH:28]3)[CH3:21])[CH2:6][CH2:5]1)(=[O:3])[CH3:2], predict the reactants needed to synthesize it. The reactants are: [C:1]([N:4]1[CH2:9][CH2:8][N:7]([C:10]2[N:15]3[CH:16]=[N:17][CH:18]=[C:14]3[C:13]([Cl:19])=[CH:12][C:11]=2[CH:20]([NH2:22])[CH3:21])[CH2:6][CH2:5]1)(=[O:3])[CH3:2].Br[C:24]1[N:32]=[CH:31][N:30]=[C:29]2[C:25]=1[N:26]=[CH:27][NH:28]2. (2) Given the product [Cl:1][C:2]1[CH:3]=[C:4]([N:12]2[CH2:17][CH2:16][O:15][CH2:14][CH2:13]2)[N:5]=[C:6]([NH:26][CH2:25][CH2:23][OH:24])[N:7]=1, predict the reactants needed to synthesize it. The reactants are: [Cl:1][C:2]1[N:7]=[C:6](S(C)(=O)=O)[N:5]=[C:4]([N:12]2[CH2:17][CH2:16][O:15][CH2:14][CH2:13]2)[CH:3]=1.C1COCC1.[CH2:23]([CH2:25][NH2:26])[OH:24].CCN(C(C)C)C(C)C.